Dataset: Catalyst prediction with 721,799 reactions and 888 catalyst types from USPTO. Task: Predict which catalyst facilitates the given reaction. Reactant: [N:1]1([CH2:6][CH2:7][CH2:8][O:9][C:10]2[CH:15]=[CH:14][C:13]([C:16]3([C:22]([OH:24])=[O:23])[CH2:21][CH2:20][O:19][CH2:18][CH2:17]3)=[CH:12][CH:11]=2)[CH2:5][CH2:4][CH2:3][CH2:2]1.S(Cl)(Cl)=O.[CH3:29]O. Product: [N:1]1([CH2:6][CH2:7][CH2:8][O:9][C:10]2[CH:15]=[CH:14][C:13]([C:16]3([C:22]([O:24][CH3:29])=[O:23])[CH2:21][CH2:20][O:19][CH2:18][CH2:17]3)=[CH:12][CH:11]=2)[CH2:5][CH2:4][CH2:3][CH2:2]1. The catalyst class is: 13.